The task is: Predict which catalyst facilitates the given reaction.. This data is from Catalyst prediction with 721,799 reactions and 888 catalyst types from USPTO. (1) Reactant: [CH3:1][O:2][C:3]1[CH:4]=[C:5]2[C:10](=[CH:11][CH:12]=1)[CH:9]=[C:8]([C@H:13]([CH3:17])[C:14]([OH:16])=[O:15])[CH:7]=[CH:6]2.[NH2:18]C1(CC#C)CCN(C)C1=O. Product: [CH3:1][O:2][C:3]1[CH:4]=[C:5]2[C:10](=[CH:11][CH:12]=1)[CH:9]=[C:8]([C@H:13]([CH3:17])[C:14]([O-:16])=[O:15])[CH:7]=[CH:6]2.[NH4+:18]. The catalyst class is: 41. (2) Reactant: [CH3:1][CH:2]([CH3:29])[CH2:3][C@H:4]([O:9][C@H:10]([C:23]1[CH:28]=[CH:27][CH:26]=[CH:25][CH:24]=1)[C:11]1[CH:16]=[CH:15][C:14]([C:17]2[CH:18]=[N:19][CH:20]=[CH:21][CH:22]=2)=[CH:13][CH:12]=1)[C:5]([O:7][CH3:8])=[O:6].[CH3:30][O:31][CH2:32][CH2:33][Br:34]. Product: [Br-:34].[CH3:8][O:7][C:5]([C@@H:4]([O:9][C@H:10]([C:23]1[CH:24]=[CH:25][CH:26]=[CH:27][CH:28]=1)[C:11]1[CH:16]=[CH:15][C:14]([C:17]2[CH:18]=[N+:19]([CH2:33][CH2:32][O:31][CH3:30])[CH:20]=[CH:21][CH:22]=2)=[CH:13][CH:12]=1)[CH2:3][CH:2]([CH3:29])[CH3:1])=[O:6]. The catalyst class is: 10. (3) Reactant: [CH:1]([C@H:3]1[CH2:7][O:6][C:5]([CH3:9])([CH3:8])[N:4]1[C:10]([O:12][C:13]([CH3:16])([CH3:15])[CH3:14])=[O:11])=[O:2].[CH2:17]([Mg]Br)[CH3:18].[Cl-].[NH4+]. Product: [OH:2][CH:1]([C@H:3]1[CH2:7][O:6][C:5]([CH3:9])([CH3:8])[N:4]1[C:10]([O:12][C:13]([CH3:16])([CH3:15])[CH3:14])=[O:11])[CH2:17][CH3:18]. The catalyst class is: 1. (4) Reactant: C([O:3][C:4]([C:6]1([C:9]2[CH:14]=[CH:13][C:12]([C:15]3[CH:20]=[CH:19][C:18]([C:21]4[S:22][C:23]([Cl:38])=[CH:24][C:25]=4[NH:26][C:27]([O:29][CH:30]([C:32]4[C:36]([CH3:37])=[CH:35][S:34][CH:33]=4)[CH3:31])=[O:28])=[CH:17][CH:16]=3)=[CH:11][CH:10]=2)[CH2:8][CH2:7]1)=[O:5])C.C(O)(C)C.[OH-].[Na+].Cl. Product: [Cl:38][C:23]1[S:22][C:21]([C:18]2[CH:19]=[CH:20][C:15]([C:12]3[CH:11]=[CH:10][C:9]([C:6]4([C:4]([OH:5])=[O:3])[CH2:8][CH2:7]4)=[CH:14][CH:13]=3)=[CH:16][CH:17]=2)=[C:25]([NH:26][C:27]([O:29][CH:30]([C:32]2[C:36]([CH3:37])=[CH:35][S:34][CH:33]=2)[CH3:31])=[O:28])[CH:24]=1. The catalyst class is: 253.